Predict the reactants needed to synthesize the given product. From a dataset of Full USPTO retrosynthesis dataset with 1.9M reactions from patents (1976-2016). (1) Given the product [Cl:3][C:2]1[N:1]=[C:8]([NH:15][C:14]2[CH:16]=[CH:17][C:11]([F:10])=[CH:12][CH:13]=2)[N:7]=[C:5]([NH:15][C:14]2[CH:16]=[CH:17][C:11]([F:10])=[CH:12][CH:13]=2)[N:4]=1, predict the reactants needed to synthesize it. The reactants are: [N:1]1[C:8](Cl)=[N:7][C:5](Cl)=[N:4][C:2]=1[Cl:3].[F:10][C:11]1[CH:17]=[CH:16][C:14]([NH2:15])=[CH:13][CH:12]=1. (2) The reactants are: [NH2:1][C:2]1[CH:7]=[CH:6][CH:5]=[CH:4][CH:3]=1.[N:8]#[C:9][NH2:10].Cl.O1CCOCC1. Given the product [C:2]1([NH:1][C:9]([NH2:10])=[NH:8])[CH:7]=[CH:6][CH:5]=[CH:4][CH:3]=1, predict the reactants needed to synthesize it. (3) Given the product [C:10]([C:2]1([CH3:1])[C:3](=[O:9])[C:4]2[C:19]([C:20]([O:22][CH2:23][CH3:24])=[O:21])=[CH:18][O:8][C:5]=2[CH2:6][CH2:7]1)#[N:11], predict the reactants needed to synthesize it. The reactants are: [CH3:1][C:2]1([C:10]#[N:11])[CH2:7][CH2:6][C:5](=[O:8])[CH2:4][C:3]1=[O:9].C([O-])(O)=O.[Na+].Br[CH2:18][C:19](=O)[C:20]([O:22][CH2:23][CH3:24])=[O:21]. (4) Given the product [CH3:11][O:10][C:7]1[CH:8]=[CH:9][C:4]2[C:3](=[O:2])[C:23]3[C:22]4[C:17](=[CH:18][C:19]([C:24]#[N:25])=[CH:20][CH:21]=4)[NH:16][C:15]=3[C:12]([CH3:13])([CH3:14])[C:5]=2[CH:6]=1, predict the reactants needed to synthesize it. The reactants are: C[O:2][C:3](=O)[C:4]1[CH:9]=[CH:8][C:7]([O:10][CH3:11])=[CH:6][C:5]=1[C:12]([C:15]1[N:16](S(C)(=O)=O)[C:17]2[C:22]([CH:23]=1)=[CH:21][CH:20]=[C:19]([C:24]#[N:25])[CH:18]=2)([CH3:14])[CH3:13].[F-].C([N+](CCCC)(CCCC)CCCC)CCC.[OH-].[Na+].Cl. (5) The reactants are: [F:1][C:2]1[CH:3]=[C:4]([S:12]([CH:15]2[CH2:24][CH2:23][C:18]3([O:22][CH2:21][CH2:20][O:19]3)[CH2:17][CH2:16]2)(=[O:14])=[O:13])[CH:5]=[C:6]([C:8]([F:11])([F:10])[F:9])[CH:7]=1.[Li]CCCC.C1C=CC(S(N(S(C2C=CC=CC=2)(=O)=O)[F:40])(=O)=O)=CC=1.CCOC(C)=O. Given the product [F:40][C:15]1([S:12]([C:4]2[CH:5]=[C:6]([C:8]([F:11])([F:9])[F:10])[CH:7]=[C:2]([F:1])[CH:3]=2)(=[O:14])=[O:13])[CH2:24][CH2:23][C:18]2([O:19][CH2:20][CH2:21][O:22]2)[CH2:17][CH2:16]1, predict the reactants needed to synthesize it. (6) The reactants are: Br[C:2]1[CH:23]=[CH:22][C:21]([O:24][CH2:25][C:26]2[CH:31]=[CH:30][C:29]([F:32])=[CH:28][CH:27]=2)=[CH:20][C:3]=1[C:4]([C:6](=[CH:12][NH:13][C@@H:14]([CH:17]([CH3:19])[CH3:18])[CH2:15][OH:16])[C:7]([O:9][CH2:10][CH3:11])=[O:8])=[O:5].[Cl-].[K+].C[Si](C)(C)N=C(O[Si](C)(C)C)C.Cl. Given the product [F:32][C:29]1[CH:30]=[CH:31][C:26]([CH2:25][O:24][C:21]2[CH:20]=[C:3]3[C:2](=[CH:23][CH:22]=2)[N:13]([C@@H:14]([CH:17]([CH3:19])[CH3:18])[CH2:15][OH:16])[CH:12]=[C:6]([C:7]([O:9][CH2:10][CH3:11])=[O:8])[C:4]3=[O:5])=[CH:27][CH:28]=1, predict the reactants needed to synthesize it. (7) Given the product [Cl:1][C:2]1[C:3]([CH2:4][N:11]2[CH2:15][CH2:14][CH2:13][CH2:12]2)=[CH:6][CH:7]=[CH:8][C:9]=1[OH:10], predict the reactants needed to synthesize it. The reactants are: [Cl:1][C:2]1[C:9]([OH:10])=[CH:8][CH:7]=[CH:6][C:3]=1[CH:4]=O.[NH:11]1[CH2:15][CH2:14][CH2:13][CH2:12]1.[BH-](OC(C)=O)(OC(C)=O)OC(C)=O.[Na+].OS([O-])(=O)=O.[Na+]. (8) Given the product [F:33][C:30]1[CH:31]=[C:32]2[C:27]([CH2:26][CH2:25][N:24]2[CH:21]2[CH2:22][CH2:23][N:18]([C:15]3[N:16]=[N:17][C:12]([C:5]4[CH:6]=[CH:7][C:2]([F:1])=[CH:3][CH:4]=4)=[CH:13][CH:14]=3)[CH2:19][CH2:20]2)=[CH:28][CH:29]=1, predict the reactants needed to synthesize it. The reactants are: [F:1][C:2]1[CH:7]=[CH:6][C:5](B(O)O)=[CH:4][CH:3]=1.Cl[C:12]1[N:17]=[N:16][C:15]([N:18]2[CH2:23][CH2:22][CH:21]([N:24]3[C:32]4[C:27](=[CH:28][CH:29]=[C:30]([F:33])[CH:31]=4)[CH2:26][CH2:25]3)[CH2:20][CH2:19]2)=[CH:14][CH:13]=1. (9) Given the product [Cl:21][C:16]1[CH:17]=[CH:18][CH:19]=[CH:20][C:15]=1[C:4]1[C:5](=[O:14])[N:6]([C:8]2[CH:13]=[CH:12][CH:11]=[CH:10][CH:9]=2)[CH:7]=[C:2]([CH:29]2[CH2:34][CH2:33][CH2:32][CH2:31][CH2:30]2)[CH:3]=1, predict the reactants needed to synthesize it. The reactants are: Br[C:2]1[CH:3]=[C:4]([C:15]2[CH:20]=[CH:19][CH:18]=[CH:17][C:16]=2[Cl:21])[C:5](=[O:14])[N:6]([C:8]2[CH:13]=[CH:12][CH:11]=[CH:10][CH:9]=2)[CH:7]=1.BrC1C=C(I)C(=O)N([C:29]2[CH:34]=[CH:33][CH:32]=[CH:31][CH:30]=2)C=1.ClC1C=CC=CC=1B(O)O.C1([Mg]Cl)CCCCC1.[Cl-].[NH4+]. (10) Given the product [NH:18]1[CH2:19][CH2:20][CH:15]([O:14][C:6]2[CH:5]=[C:4]([CH2:3][OH:2])[CH:9]=[C:8]([C:10]([F:12])([F:11])[F:13])[N:7]=2)[CH2:16][CH2:17]1, predict the reactants needed to synthesize it. The reactants are: Cl.[OH:2][CH2:3][C:4]1[CH:9]=[C:8]([C:10]([F:13])([F:12])[F:11])[N:7]=[C:6]([O:14][CH:15]2[CH2:20][CH2:19][N:18](C(OC(C)(C)C)=O)[CH2:17][CH2:16]2)[CH:5]=1.[OH-].[Na+].